This data is from Catalyst prediction with 721,799 reactions and 888 catalyst types from USPTO. The task is: Predict which catalyst facilitates the given reaction. (1) Reactant: [Cl:1][C:2]1[CH:3]=[C:4]([CH:6]=[CH:7][CH:8]=1)[NH2:5].C[Al](C)C.CCCCCCC.C[O:21][C:22]([C:24]1[C:29]([NH:30][C:31]2[CH:32]=[N:33][CH:34]=[CH:35][CH:36]=2)=[N:28][CH:27]=[CH:26][N:25]=1)=O. Product: [Cl:1][C:2]1[CH:3]=[C:4]([NH:5][C:22]([C:24]2[C:29]([NH:30][C:31]3[CH:32]=[N:33][CH:34]=[CH:35][CH:36]=3)=[N:28][CH:27]=[CH:26][N:25]=2)=[O:21])[CH:6]=[CH:7][CH:8]=1. The catalyst class is: 12. (2) Reactant: [OH:1][CH2:2][CH2:3][CH2:4][CH2:5][NH:6][C:7](=[O:16])[O:8][CH2:9][C:10]1[CH:15]=[CH:14][CH:13]=[CH:12][CH:11]=1. Product: [O:1]=[CH:2][CH2:3][CH2:4][CH2:5][NH:6][C:7](=[O:16])[O:8][CH2:9][C:10]1[CH:15]=[CH:14][CH:13]=[CH:12][CH:11]=1. The catalyst class is: 425. (3) Reactant: [C:1]([O:5][C:6](=[O:27])[N:7]([CH2:25][CH3:26])[CH2:8][C:9]1[CH:10]=[N:11][CH:12]=[C:13](B2OC(C)(C)C(C)(C)O2)[C:14]=1[CH3:15])([CH3:4])([CH3:3])[CH3:2].[CH3:28][O:29][C:30](=[O:38])[C:31]1[CH:36]=[CH:35][N:34]=[C:33](Br)[CH:32]=1.N#N. Product: [CH3:28][O:29][C:30]([C:31]1[CH:36]=[CH:35][N:34]=[C:33]([C:13]2[CH:12]=[N:11][CH:10]=[C:9]([CH2:8][N:7]([C:6]([O:5][C:1]([CH3:2])([CH3:3])[CH3:4])=[O:27])[CH2:25][CH3:26])[C:14]=2[CH3:15])[CH:32]=1)=[O:38]. The catalyst class is: 551. (4) Reactant: Cl[C:2]([O:4][C:5]1[CH:10]=[CH:9][CH:8]=[CH:7][CH:6]=1)=[O:3].[C:11]([O:15][CH2:16][CH3:17])(=[O:14])[CH2:12][OH:13].C(N(CC)CC)C. Product: [O:4]([C:2]([O:13][CH2:12][C:11]([O:15][CH2:16][CH3:17])=[O:14])=[O:3])[C:5]1[CH:10]=[CH:9][CH:8]=[CH:7][CH:6]=1. The catalyst class is: 11. (5) Reactant: Cl[C:2]1[N:3]([CH2:16][C:17]2[CH:22]=[CH:21][C:20]([O:23][CH3:24])=[CH:19][CH:18]=2)[C:4]2[C:9]([N:10]=1)=[C:8]([C:11]1[O:12][CH:13]=[CH:14][CH:15]=1)[N:7]=[CH:6][N:5]=2.C[O-:26].[Na+].[NH4+].[Cl-]. Product: [O:12]1[CH:13]=[CH:14][CH:15]=[C:11]1[C:8]1[N:7]=[CH:6][N:5]=[C:4]2[C:9]=1[N:10]=[C:2]([OH:26])[N:3]2[CH2:16][C:17]1[CH:22]=[CH:21][C:20]([O:23][CH3:24])=[CH:19][CH:18]=1. The catalyst class is: 5. (6) Reactant: CCN(C(C)C)C(C)C.CN(C(ON1N=NC2C=CC=NC1=2)=[N+](C)C)C.F[P-](F)(F)(F)(F)F.[Cl:34][C:35]1[CH:36]=[C:37]([CH:40]=[C:41]([O:43][C:44]2[C:49]([Cl:50])=[CH:48][CH:47]=[C:46]([CH2:51][NH:52][CH2:53][CH3:54])[C:45]=2[F:55])[CH:42]=1)[C:38]#[N:39].[NH:56]1[CH:60]=[C:59]([C:61]([OH:63])=O)[N:58]=[CH:57]1.C([O-])(O)=O.[Na+]. Product: [Cl:50][C:49]1[CH:48]=[CH:47][C:46]([CH2:51][N:52]([CH2:53][CH3:54])[C:61]([C:59]2[N:58]=[CH:57][NH:56][CH:60]=2)=[O:63])=[C:45]([F:55])[C:44]=1[O:43][C:41]1[CH:40]=[C:37]([C:38]#[N:39])[CH:36]=[C:35]([Cl:34])[CH:42]=1. The catalyst class is: 399. (7) Reactant: C[O:2][C:3]([C:5]1[C:9]([NH:10][C:11](=[O:23])[CH2:12][CH2:13][CH2:14][O:15][C:16]2[CH:21]=[CH:20][CH:19]=[CH:18][C:17]=2[Cl:22])=[CH:8][S:7][CH:6]=1)=[O:4].O.[OH-].[Li+]. Product: [Cl:22][C:17]1[CH:18]=[CH:19][CH:20]=[CH:21][C:16]=1[O:15][CH2:14][CH2:13][CH2:12][C:11]([NH:10][C:9]1[C:5]([C:3]([OH:4])=[O:2])=[CH:6][S:7][CH:8]=1)=[O:23]. The catalyst class is: 30.